The task is: Predict the reactants needed to synthesize the given product.. This data is from Full USPTO retrosynthesis dataset with 1.9M reactions from patents (1976-2016). (1) Given the product [Br:1][C:2]1[CH:11]=[C:10]2[C:5]([CH:6]=[CH:7][C:8]([CH:13]=[CH2:14])=[N:9]2)=[CH:4][CH:3]=1, predict the reactants needed to synthesize it. The reactants are: [Br:1][C:2]1[CH:11]=[C:10]2[C:5]([CH:6]=[CH:7][C:8](Cl)=[N:9]2)=[CH:4][CH:3]=1.[CH:13]([B-](F)(F)F)=[CH2:14].[K+].[F-].[Cs+]. (2) Given the product [CH3:17][S:18]([O:1][CH2:2][C@@H:3]1[CH2:5][C@H:4]1[C:6]([O:8][CH2:9][CH3:10])=[O:7])(=[O:20])=[O:19], predict the reactants needed to synthesize it. The reactants are: [OH:1][CH2:2][C@@H:3]1[CH2:5][C@H:4]1[C:6]([O:8][CH2:9][CH3:10])=[O:7].N1C=CC=CC=1.[CH3:17][S:18](O[S:18]([CH3:17])(=[O:20])=[O:19])(=[O:20])=[O:19]. (3) The reactants are: [C:12]([O:11][C:9](O[C:9]([O:11][C:12]([CH3:15])([CH3:14])[CH3:13])=[O:10])=[O:10])([CH3:15])([CH3:14])[CH3:13].[NH2:16][CH2:17][C:18]1[CH:24]=[CH:23][C:21]([NH2:22])=[CH:20][CH:19]=1. Given the product [C:12]([O:11][C:9](=[O:10])[NH:16][CH2:17][C:18]1[CH:24]=[CH:23][C:21]([NH2:22])=[CH:20][CH:19]=1)([CH3:13])([CH3:14])[CH3:15], predict the reactants needed to synthesize it. (4) Given the product [Br:8][C:6]1[CH:5]=[CH:4][C:3]([CH2:9][CH2:10][NH:11][S:12]([C:15]2[CH:20]=[C:19]([C:21]#[N:22])[CH:18]=[CH:17][C:16]=2[O:23][CH3:24])(=[O:14])=[O:13])=[C:2]([NH:1][CH2:26][C:27]([O:29][CH2:30][CH3:31])=[O:28])[CH:7]=1, predict the reactants needed to synthesize it. The reactants are: [NH2:1][C:2]1[CH:7]=[C:6]([Br:8])[CH:5]=[CH:4][C:3]=1[CH2:9][CH2:10][NH:11][S:12]([C:15]1[CH:20]=[C:19]([C:21]#[N:22])[CH:18]=[CH:17][C:16]=1[O:23][CH3:24])(=[O:14])=[O:13].Br[CH2:26][C:27]([O:29][CH2:30][CH3:31])=[O:28].C(N(CC)C(C)C)(C)C.O. (5) Given the product [Cl:1][C:2]1[C:3]([C:22]2[S:26][C:25]([C:27]3([O:31][CH2:32][O:33][CH3:34])[CH2:30][CH2:29][CH2:28]3)=[N:24][CH:23]=2)=[C:4]2[CH:10]=[C:9]([C:46]3[CH:45]=[C:44]4[C:49]([CH2:50][CH2:51][N:42]([C:40]([O:39][C:35]([CH3:38])([CH3:37])[CH3:36])=[O:41])[CH2:43]4)=[CH:48][CH:47]=3)[N:8]([S:12]([C:15]3[CH:21]=[CH:20][C:18]([CH3:19])=[CH:17][CH:16]=3)(=[O:14])=[O:13])[C:5]2=[N:6][CH:7]=1, predict the reactants needed to synthesize it. The reactants are: [Cl:1][C:2]1[C:3]([C:22]2[S:26][C:25]([C:27]3([O:31][CH2:32][O:33][CH3:34])[CH2:30][CH2:29][CH2:28]3)=[N:24][CH:23]=2)=[C:4]2[CH:10]=[C:9](I)[N:8]([S:12]([C:15]3[CH:21]=[CH:20][C:18]([CH3:19])=[CH:17][CH:16]=3)(=[O:14])=[O:13])[C:5]2=[N:6][CH:7]=1.[C:35]([O:39][C:40]([N:42]1[CH2:51][CH2:50][C:49]2[C:44](=[CH:45][C:46](B(O)O)=[CH:47][CH:48]=2)[CH2:43]1)=[O:41])([CH3:38])([CH3:37])[CH3:36].C(=O)(O)[O-].[Na+].C(OCC)(=O)C.